Dataset: Full USPTO retrosynthesis dataset with 1.9M reactions from patents (1976-2016). Task: Predict the reactants needed to synthesize the given product. (1) Given the product [C:22]1([C:2]2[C:10]3[C:5](=[CH:6][C:7]([C:11]([O:13][CH3:14])=[O:12])=[CH:8][CH:9]=3)[N:4]([C:15]([O:17][C:18]([CH3:21])([CH3:20])[CH3:19])=[O:16])[CH:3]=2)[CH:27]=[CH:26][CH:25]=[CH:24][CH:23]=1, predict the reactants needed to synthesize it. The reactants are: I[C:2]1[C:10]2[C:5](=[CH:6][C:7]([C:11]([O:13][CH3:14])=[O:12])=[CH:8][CH:9]=2)[N:4]([C:15]([O:17][C:18]([CH3:21])([CH3:20])[CH3:19])=[O:16])[CH:3]=1.[C:22]1(B(O)O)[CH:27]=[CH:26][CH:25]=[CH:24][CH:23]=1.COC1C=CC=C(OC)C=1C1C=CC=CC=1P(C1CCCCC1)C1CCCCC1.[O-]P([O-])([O-])=O.[K+].[K+].[K+]. (2) Given the product [CH3:1][O:2][C:3]1[CH:39]=[C:38]([O:40][CH3:41])[CH:37]=[CH:36][C:4]=1[CH2:5][N:6]([C:30]1[CH:35]=[CH:34][N:33]=[CH:32][N:31]=1)[S:7]([C:10]1[CH:15]=[C:14]([F:16])[C:13]([O:17][C@@H:18]2[CH2:22][CH2:21][CH2:20][C@H:19]2[C:23]2[N:27]([CH3:28])[N:26]=[CH:25][CH:24]=2)=[CH:12][C:11]=1[F:29])(=[O:8])=[O:9], predict the reactants needed to synthesize it. The reactants are: [CH3:1][O:2][C:3]1[CH:39]=[C:38]([O:40][CH3:41])[CH:37]=[CH:36][C:4]=1[CH2:5][N:6]([C:30]1[CH:35]=[CH:34][N:33]=[CH:32][N:31]=1)[S:7]([C:10]1[CH:15]=[C:14]([F:16])[C:13]([O:17][C@H:18]2[CH2:22][CH2:21][CH2:20][C@@H:19]2[C:23]2[N:27]([CH3:28])[N:26]=[CH:25][CH:24]=2)=[CH:12][C:11]=1[F:29])(=[O:9])=[O:8]. (3) Given the product [CH3:13][O:14][C:15]([C:17]1[O:18][C:19]([CH3:31])=[C:20]([CH2:22][S:23][C:24]2[CH:29]=[CH:28][C:27]([B:7]3[O:8][C:9]([CH3:11])([CH3:10])[C:5]([CH3:12])([CH3:4])[O:6]3)=[CH:26][CH:25]=2)[CH:21]=1)=[O:16], predict the reactants needed to synthesize it. The reactants are: ClCCl.[CH3:4][C:5]1([CH3:12])[C:9]([CH3:11])([CH3:10])[O:8][BH:7][O:6]1.[CH3:13][O:14][C:15]([C:17]1[O:18][C:19]([CH3:31])=[C:20]([CH2:22][S:23][C:24]2[CH:29]=[CH:28][C:27](Br)=[CH:26][CH:25]=2)[CH:21]=1)=[O:16]. (4) Given the product [C:49]([OH:54])(=[O:53])[C:50]([OH:52])=[O:51].[CH3:46][N:2]([CH3:1])[CH2:3][C:4]([O:6][C@H:7]([CH3:45])[CH2:8][N:9]1[C:13]([CH3:14])=[C:12]([C:15](=[O:37])[NH:16][C:17]2[CH:22]=[CH:21][C:20]([O:23][C:24]3[C:33]4[C:28](=[CH:29][C:30]([O:34][CH3:35])=[CH:31][CH:32]=4)[N:27]=[CH:26][CH:25]=3)=[C:19]([F:36])[CH:18]=2)[C:11](=[O:38])[N:10]1[C:39]1[CH:40]=[CH:41][CH:42]=[CH:43][CH:44]=1)=[O:5], predict the reactants needed to synthesize it. The reactants are: [CH3:1][N:2]([CH3:46])[CH2:3][C:4]([O:6][C@H:7]([CH3:45])[CH2:8][N:9]1[C:13]([CH3:14])=[C:12]([C:15](=[O:37])[NH:16][C:17]2[CH:22]=[CH:21][C:20]([O:23][C:24]3[C:33]4[C:28](=[CH:29][C:30]([O:34][CH3:35])=[CH:31][CH:32]=4)[N:27]=[CH:26][CH:25]=3)=[C:19]([F:36])[CH:18]=2)[C:11](=[O:38])[N:10]1[C:39]1[CH:44]=[CH:43][CH:42]=[CH:41][CH:40]=1)=[O:5].O.O.[C:49]([OH:54])(=[O:53])[C:50]([OH:52])=[O:51].